The task is: Predict the reactants needed to synthesize the given product.. This data is from Full USPTO retrosynthesis dataset with 1.9M reactions from patents (1976-2016). (1) Given the product [Cl:1][C:2]1[C:9]([C:10]([F:11])([F:12])[F:13])=[CH:8][CH:7]=[CH:6][C:3]=1[CH:4]([OH:5])[CH3:14], predict the reactants needed to synthesize it. The reactants are: [Cl:1][C:2]1[C:9]([C:10]([F:13])([F:12])[F:11])=[CH:8][CH:7]=[CH:6][C:3]=1[CH:4]=[O:5].[CH3:14][Mg]Br.[NH4+].[Cl-]. (2) The reactants are: [C:1]([O:5][C:6]([N:8]1[CH2:13][CH2:12][C:11]2([CH2:18][CH2:17][C:16](=O)[CH2:15][CH2:14]2)[CH2:10][CH2:9]1)=[O:7])([CH3:4])([CH3:3])[CH3:2].[CH2:20]([NH2:27])[C:21]1[CH:26]=[CH:25][CH:24]=[CH:23][CH:22]=1.CC(O)=O.C(O[BH-](OC(=O)C)OC(=O)C)(=O)C.[Na+].[OH-].[Na+]. Given the product [C:1]([O:5][C:6]([N:8]1[CH2:13][CH2:12][C:11]2([CH2:18][CH2:17][CH:16]([NH:27][CH2:20][C:21]3[CH:26]=[CH:25][CH:24]=[CH:23][CH:22]=3)[CH2:15][CH2:14]2)[CH2:10][CH2:9]1)=[O:7])([CH3:4])([CH3:3])[CH3:2], predict the reactants needed to synthesize it.